From a dataset of Merck oncology drug combination screen with 23,052 pairs across 39 cell lines. Regression. Given two drug SMILES strings and cell line genomic features, predict the synergy score measuring deviation from expected non-interaction effect. (1) Drug 1: CN1C(=O)C=CC2(C)C3CCC4(C)C(NC(=O)OCC(F)(F)F)CCC4C3CCC12. Drug 2: COC12C(COC(N)=O)C3=C(C(=O)C(C)=C(N)C3=O)N1CC1NC12. Cell line: COLO320DM. Synergy scores: synergy=-5.76. (2) Drug 1: CN1C(=O)C=CC2(C)C3CCC4(C)C(NC(=O)OCC(F)(F)F)CCC4C3CCC12. Drug 2: C#Cc1cccc(Nc2ncnc3cc(OCCOC)c(OCCOC)cc23)c1. Cell line: KPL1. Synergy scores: synergy=26.2.